This data is from Forward reaction prediction with 1.9M reactions from USPTO patents (1976-2016). The task is: Predict the product of the given reaction. (1) Given the reactants [Br:1][C:2]1[CH:3]=[C:4]([SH:8])[CH:5]=[CH:6][CH:7]=1.C(=O)([O-])[O-].[K+].[K+].C([O:18][CH2:19][CH2:20][CH2:21]Cl)(=O)C, predict the reaction product. The product is: [Br:1][C:2]1[CH:3]=[C:4]([S:8][CH2:21][CH2:20][CH2:19][OH:18])[CH:5]=[CH:6][CH:7]=1. (2) Given the reactants [Si:1]([O:8][CH2:9][C:10]1[CH:11]=[N:12][CH:13]=[CH:14][C:15]=1[NH2:16])([C:4]([CH3:7])([CH3:6])[CH3:5])([CH3:3])[CH3:2].N1C=CC=CC=1.Cl[C:24]([O:26][C:27]1[CH:32]=[CH:31][CH:30]=[CH:29][CH:28]=1)=[O:25], predict the reaction product. The product is: [Si:1]([O:8][CH2:9][C:10]1[CH:11]=[N:12][CH:13]=[CH:14][C:15]=1[NH:16][C:24](=[O:25])[O:26][C:27]1[CH:32]=[CH:31][CH:30]=[CH:29][CH:28]=1)([C:4]([CH3:7])([CH3:6])[CH3:5])([CH3:3])[CH3:2]. (3) Given the reactants [C:1]1([CH3:15])[CH:6]=[CH:5][C:4]([NH:7][C:8]2[CH:13]=[CH:12][C:11]([CH3:14])=[CH:10][CH:9]=2)=[CH:3][CH:2]=1.Br[C:17]1[CH:22]=[CH:21][C:20]([C:23]2[CH:28]=[CH:27][C:26]([Br:29])=[CH:25][CH:24]=2)=[CH:19][CH:18]=1.CC(C)([O-])C.[Na+], predict the reaction product. The product is: [Br:29][C:26]1[CH:27]=[CH:28][C:23]([C:20]2[CH:21]=[CH:22][C:17]([N:7]([C:8]3[CH:9]=[CH:10][C:11]([CH3:14])=[CH:12][CH:13]=3)[C:4]3[CH:3]=[CH:2][C:1]([CH3:15])=[CH:6][CH:5]=3)=[CH:18][CH:19]=2)=[CH:24][CH:25]=1. (4) Given the reactants [CH:1]1([N:6]2[C:10]3[N:11]=[C:12]([NH:15][C:16]4[N:21]=[CH:20][C:19]([N:22]5[CH2:27][CH2:26][N:25](C(OC(C)(C)C)=O)[CH2:24][CH2:23]5)=[CH:18][CH:17]=4)[N:13]=[CH:14][C:9]=3[CH:8]=[C:7]2[C:35](=[O:39])[N:36]([CH3:38])[CH3:37])[CH2:5][CH2:4][CH2:3][CH2:2]1.Cl, predict the reaction product. The product is: [CH:1]1([N:6]2[C:10]3[N:11]=[C:12]([NH:15][C:16]4[CH:17]=[CH:18][C:19]([N:22]5[CH2:23][CH2:24][NH:25][CH2:26][CH2:27]5)=[CH:20][N:21]=4)[N:13]=[CH:14][C:9]=3[CH:8]=[C:7]2[C:35]([N:36]([CH3:38])[CH3:37])=[O:39])[CH2:5][CH2:4][CH2:3][CH2:2]1. (5) Given the reactants [F:1][C:2]1[CH:7]=[CH:6][C:5]([C:8]2[O:23][C:11]3[CH:12]=[C:13]([N+:20]([O-])=O)[C:14]4[O:18][CH:17]([CH3:19])[CH2:16][C:15]=4[C:10]=3[C:9]=2[C:24]([NH:26][CH3:27])=[O:25])=[CH:4][CH:3]=1, predict the reaction product. The product is: [NH2:20][C:13]1[C:14]2[O:18][CH:17]([CH3:19])[CH2:16][C:15]=2[C:10]2[C:9]([C:24]([NH:26][CH3:27])=[O:25])=[C:8]([C:5]3[CH:4]=[CH:3][C:2]([F:1])=[CH:7][CH:6]=3)[O:23][C:11]=2[CH:12]=1.